Dataset: Reaction yield outcomes from USPTO patents with 853,638 reactions. Task: Predict the reaction yield, written as a fraction of the theoretical maximum amount of product (1.0 means a 100% yield; for example, 0.34 means a 34% yield). (1) The reactants are [O:1]1[C:5]2[CH:6]=[CH:7][CH:8]=[CH:9][C:4]=2[CH:3]=[C:2]1[C:10]([NH:12][C:13]1[S:14][CH:15]=[C:16](OS(C(F)(F)F)(=O)=O)[C:17]=1[C:18]([O:20]C(C)(C)C)=[O:19])=[O:11].[CH3:33][C:34]1[C:43]2[C:38](=[CH:39][CH:40]=[CH:41][CH:42]=2)[C:37](B(O)O)=[CH:36][CH:35]=1.C(=O)([O-])[O-].[Na+].[Na+].C(O)C. The catalyst is C1C=CC([P]([Pd]([P](C2C=CC=CC=2)(C2C=CC=CC=2)C2C=CC=CC=2)([P](C2C=CC=CC=2)(C2C=CC=CC=2)C2C=CC=CC=2)[P](C2C=CC=CC=2)(C2C=CC=CC=2)C2C=CC=CC=2)(C2C=CC=CC=2)C2C=CC=CC=2)=CC=1.O.C1(C)C=CC=CC=1. The product is [O:1]1[C:5]2[CH:6]=[CH:7][CH:8]=[CH:9][C:4]=2[CH:3]=[C:2]1[C:10]([NH:12][C:13]1[S:14][CH:15]=[C:16]([C:37]2[C:38]3[C:43](=[CH:42][CH:41]=[CH:40][CH:39]=3)[C:34]([CH3:33])=[CH:35][CH:36]=2)[C:17]=1[C:18]([OH:20])=[O:19])=[O:11]. The yield is 0.260. (2) The reactants are [CH3:1][C:2]1[CH:7]=[CH:6][CH:5]=[C:4]([CH3:8])[C:3]=1[C:9]1[CH:14]=[CH:13][CH:12]=[C:11]([CH:15]=[O:16])[CH:10]=1.[BH4-].[Na+].Cl. The catalyst is COCCOC.O1CCCC1. The product is [CH3:8][C:4]1[CH:5]=[CH:6][CH:7]=[C:2]([CH3:1])[C:3]=1[C:9]1[CH:14]=[CH:13][CH:12]=[C:11]([CH2:15][OH:16])[CH:10]=1. The yield is 0.830. (3) The reactants are C(Cl)(=O)C(Cl)=O.CS(C)=O.[OH:11][C@@H:12]1[CH2:16][N:15]([CH2:17][CH2:18][O:19][CH3:20])[CH2:14][C@H:13]1[NH:21][C:22](=[O:28])[O:23][C:24]([CH3:27])([CH3:26])[CH3:25].C(N(CC)CC)C. The catalyst is C(Cl)Cl. The product is [CH3:20][O:19][CH2:18][CH2:17][N:15]1[CH2:16][C:12](=[O:11])[C@H:13]([NH:21][C:22](=[O:28])[O:23][C:24]([CH3:26])([CH3:25])[CH3:27])[CH2:14]1. The yield is 0.650. (4) The reactants are [Cl:1][C:2]1[CH:7]=[C:6]([F:8])[CH:5]=[CH:4][C:3]=1[N:9]1[CH:13]=[N:12][N:11]=[C:10]1[C:14]1[S:23][C:22]2[C:21]3[CH:24]=[C:25]([C:28]#[N:29])[CH:26]=[CH:27][C:20]=3[O:19][CH2:18][CH2:17][C:16]=2[CH:15]=1.C([O-])([O-])=[O:31].[K+].[K+].OO. The yield is 0.890. The catalyst is CS(C)=O.CO. The product is [Cl:1][C:2]1[CH:7]=[C:6]([F:8])[CH:5]=[CH:4][C:3]=1[N:9]1[CH:13]=[N:12][N:11]=[C:10]1[C:14]1[S:23][C:22]2[C:21]3[CH:24]=[C:25]([C:28]([NH2:29])=[O:31])[CH:26]=[CH:27][C:20]=3[O:19][CH2:18][CH2:17][C:16]=2[CH:15]=1.